This data is from Full USPTO retrosynthesis dataset with 1.9M reactions from patents (1976-2016). The task is: Predict the reactants needed to synthesize the given product. (1) Given the product [NH2:9][C:10]1[C:11]([Br:1])=[CH:12][C:13]([C:16]([O:18][CH3:19])=[O:17])=[N:14][CH:15]=1, predict the reactants needed to synthesize it. The reactants are: [Br:1]N1C(=O)CCC1=O.[NH2:9][C:10]1[CH:11]=[CH:12][C:13]([C:16]([O:18][CH3:19])=[O:17])=[N:14][CH:15]=1. (2) The reactants are: C[O:2][C:3]([C:5]1[C:6]([CH:23]2[CH2:25][CH2:24]2)=[N:7][C:8]2[C:13]([C:14]=1[C:15]1[CH:20]=[CH:19][CH:18]=[CH:17][CH:16]=1)=[CH:12][C:11]([Cl:21])=[C:10]([Cl:22])[CH:9]=2)=[O:4].[OH-].[K+]. Given the product [Cl:21][C:11]1[CH:12]=[C:13]2[C:8](=[CH:9][C:10]=1[Cl:22])[N:7]=[C:6]([CH:23]1[CH2:24][CH2:25]1)[C:5]([C:3]([OH:4])=[O:2])=[C:14]2[C:15]1[CH:20]=[CH:19][CH:18]=[CH:17][CH:16]=1, predict the reactants needed to synthesize it. (3) Given the product [CH3:1][O:2][C:3]([C:4]1[CH:14]([C:13]2[C:16]([CH2:20][CH2:21][CH2:22][CH2:23][CH2:24][CH2:25][CH2:26][CH2:27][CH2:28][CH2:29][CH2:30][CH2:31][CH2:32][CH2:33][CH3:34])=[CH:17][CH:18]=[CH:19][C:12]=2[O:11][CH2:9][CH3:10])[NH:35][C:36](=[O:37])[NH:38][C:5]=1[CH3:7])=[O:8], predict the reactants needed to synthesize it. The reactants are: [CH3:1][O:2][C:3](=[O:8])[CH2:4][C:5]([CH3:7])=O.[CH2:9]([O:11][C:12]1[CH:19]=[CH:18][CH:17]=[C:16]([CH2:20][CH2:21][CH2:22][CH2:23][CH2:24][CH2:25][CH2:26][CH2:27][CH2:28][CH2:29][CH2:30][CH2:31][CH2:32][CH2:33][CH3:34])[C:13]=1[CH:14]=O)[CH3:10].[NH2:35][C:36]([NH2:38])=[O:37].Cl. (4) Given the product [C:1]([O:5][C:6]([NH:8][C@@H:9]([CH2:14][C:15]1[CH:20]=[CH:19][CH:18]=[CH:17][CH:16]=1)[C@@H:10]1[O:13][CH2:11]1)=[O:7])([CH3:4])([CH3:3])[CH3:2], predict the reactants needed to synthesize it. The reactants are: [C:1]([O:5][C:6]([NH:8][C@@H:9]([CH2:14][C:15]1[CH:20]=[CH:19][CH:18]=[CH:17][CH:16]=1)[C@H:10]([OH:13])[CH2:11]Cl)=[O:7])([CH3:4])([CH3:3])[CH3:2].C(=O)([O-])[O-].[K+].[K+]. (5) Given the product [Si:14]([O:13][CH2:31][C@H:32]1[O:37][C:35](=[O:36])[C@H:34]([CH3:1])[CH2:33]1)([C:27]([CH3:30])([CH3:28])[CH3:29])([C:21]1[CH:26]=[CH:25][CH:24]=[CH:23][CH:22]=1)[C:15]1[CH:16]=[CH:17][CH:18]=[CH:19][CH:20]=1, predict the reactants needed to synthesize it. The reactants are: [CH:1](NC(C)C)(C)C.C([Li])CCC.[O:13]([CH2:31][C@H:32]1[O:37][C:35](=[O:36])[CH2:34][CH2:33]1)[Si:14]([C:27]([CH3:30])([CH3:29])[CH3:28])([C:21]1[CH:26]=[CH:25][CH:24]=[CH:23][CH:22]=1)[C:15]1[CH:20]=[CH:19][CH:18]=[CH:17][CH:16]=1.IC. (6) Given the product [N:15]([CH2:6][CH:7]1[C:11]2([CH2:13][CH2:12]2)[NH:10][C:9](=[O:14])[O:8]1)=[N+:16]=[N-:17], predict the reactants needed to synthesize it. The reactants are: CS(O[CH2:6][CH:7]1[C:11]2([CH2:13][CH2:12]2)[NH:10][C:9](=[O:14])[O:8]1)(=O)=O.[N-:15]=[N+:16]=[N-:17].[Na+].[I-].[Na+].O. (7) Given the product [C:1]([O:5][C:6]([N:8]1[CH2:14][CH2:13][CH2:12][N:11]([C:15]2[N:16]([CH2:32][CH2:33][CH2:34][C:35]([F:38])([F:37])[F:36])[C:17]3[CH:23]=[CH:22][CH:21]=[CH:20][C:18]=3[N:19]=2)[CH2:10][CH2:9]1)=[O:7])([CH3:4])([CH3:2])[CH3:3], predict the reactants needed to synthesize it. The reactants are: [C:1]([O:5][C:6]([N:8]1[CH2:14][CH2:13][CH2:12][N:11]([C:15]2[NH:19][C:18]3[CH:20]=[CH:21][CH:22]=[CH:23][C:17]=3[N:16]=2)[CH2:10][CH2:9]1)=[O:7])([CH3:4])([CH3:3])[CH3:2].O1CCCC1.[H-].[Na+].I[CH2:32][CH2:33][CH2:34][C:35]([F:38])([F:37])[F:36].